From a dataset of Full USPTO retrosynthesis dataset with 1.9M reactions from patents (1976-2016). Predict the reactants needed to synthesize the given product. Given the product [F:45][C:46]([F:51])([F:50])[C:47]([OH:49])=[O:48].[Cl:35][C:32]1[CH:33]=[CH:34][C:29]([NH:28][C:26]([C:25]2[CH:24]=[CH:23][N:22]=[CH:21][C:20]=2[NH:19][C:17](=[O:18])[C:16]2[CH:36]=[CH:37][C:38]([N:40]3[CH2:41][CH2:42][CH2:43][CH2:44]3)=[CH:39][C:15]=2[O:14][CH:11]2[CH2:12][CH2:13][NH:8][CH2:9][CH2:10]2)=[O:27])=[N:30][CH:31]=1, predict the reactants needed to synthesize it. The reactants are: C(OC([N:8]1[CH2:13][CH2:12][CH:11]([O:14][C:15]2[CH:39]=[C:38]([N:40]3[CH2:44][CH2:43][CH2:42][CH2:41]3)[CH:37]=[CH:36][C:16]=2[C:17]([NH:19][C:20]2[CH:21]=[N:22][CH:23]=[CH:24][C:25]=2[C:26]([NH:28][C:29]2[CH:34]=[CH:33][C:32]([Cl:35])=[CH:31][N:30]=2)=[O:27])=[O:18])[CH2:10][CH2:9]1)=O)(C)(C)C.[F:45][C:46]([F:51])([F:50])[C:47]([OH:49])=[O:48].